The task is: Predict the product of the given reaction.. This data is from Forward reaction prediction with 1.9M reactions from USPTO patents (1976-2016). (1) Given the reactants Cl[C:2]1[N:7]=[N:6][C:5]([C:8]([O:10]C)=[O:9])=[CH:4][CH:3]=1.OC(C)(C)C[C@@]1(C2C=CC=CC=2)OC(=O)N([C@H](C2C=CC(B3OC(C)(C)C(C)(C)O3)=CC=2)C)CC1.C([O-])(O)=O.[Na+], predict the reaction product. The product is: [N:7]1[CH:2]=[CH:3][CH:4]=[C:5]([C:8]([OH:10])=[O:9])[N:6]=1. (2) Given the reactants [NH2:1][C:2]1[S:3][CH:4]=[C:5]([CH2:7][C:8]([O:10][CH2:11][CH3:12])=[O:9])[N:6]=1.[N+:13]([C:16]1[CH:21]=[CH:20][C:19]([S:22](Cl)(=[O:24])=[O:23])=[CH:18][CH:17]=1)([O-:15])=[O:14], predict the reaction product. The product is: [N+:13]([C:16]1[CH:17]=[CH:18][C:19]([S:22]([NH:1][C:2]2[S:3][CH:4]=[C:5]([CH2:7][C:8]([O:10][CH2:11][CH3:12])=[O:9])[N:6]=2)(=[O:24])=[O:23])=[CH:20][CH:21]=1)([O-:15])=[O:14]. (3) Given the reactants C([Si](C(C)C)(C(C)C)O[C@@H]1C(=O)[C@@H](C)O[C@H]1N1C=NC2C1=NC(Cl)=NC=2N)(C)C.[CH:30]1([O:35][C:36]2[N:44]=[C:43]3[C:39]([N:40]=[CH:41][N:42]3[C@@H:45]3[O:61][C@H:60]([CH3:62])[C@@H:48]([O:49][Si:50]([CH:57]([CH3:59])[CH3:58])([CH:54]([CH3:56])[CH3:55])[CH:51]([CH3:53])[CH3:52])[C@H:46]3[OH:47])=[C:38]([NH2:63])[N:37]=2)[CH2:34][CH2:33][CH2:32][CH2:31]1, predict the reaction product. The product is: [CH:30]1([O:35][C:36]2[N:44]=[C:43]3[C:39]([N:40]=[CH:41][N:42]3[C@@H:45]3[O:61][C@H:60]([CH3:62])[C@@H:48]([O:49][Si:50]([CH:57]([CH3:59])[CH3:58])([CH:54]([CH3:55])[CH3:56])[CH:51]([CH3:52])[CH3:53])[C:46]3=[O:47])=[C:38]([NH2:63])[N:37]=2)[CH2:31][CH2:32][CH2:33][CH2:34]1. (4) Given the reactants N1C=CC(C)=CC=1.COC1C=CC=CC=1C=O.C(OC(=O)C)(=O)C.[CH3:25][O:26][C:27]1[CH:40]=[CH:39][CH:38]=[CH:37][C:28]=1/[CH:29]=[CH:30]/[C:31]1[CH:36]=[CH:35][N:34]=[CH:33][CH:32]=1.[H][H], predict the reaction product. The product is: [CH3:25][O:26][C:27]1[CH:40]=[CH:39][CH:38]=[CH:37][C:28]=1[CH2:29][CH2:30][CH:31]1[CH2:36][CH2:35][NH:34][CH2:33][CH2:32]1. (5) Given the reactants [Cl:1][C:2]1[CH:7]=[CH:6][CH:5]=[C:4]([Cl:8])[C:3]=1[C:9]1[C:17]2[O:16][CH:15]([CH2:18][OH:19])[CH2:14][C:13]=2[CH:12]=[CH:11][CH:10]=1.[C:20]1([CH3:30])[CH:25]=[CH:24][C:23]([S:26](Cl)(=[O:28])=[O:27])=[CH:22][CH:21]=1, predict the reaction product. The product is: [CH3:30][C:20]1[CH:25]=[CH:24][C:23]([S:26]([O:19][CH2:18][CH:15]2[CH2:14][C:13]3[CH:12]=[CH:11][CH:10]=[C:9]([C:3]4[C:4]([Cl:8])=[CH:5][CH:6]=[CH:7][C:2]=4[Cl:1])[C:17]=3[O:16]2)(=[O:28])=[O:27])=[CH:22][CH:21]=1.